Dataset: Full USPTO retrosynthesis dataset with 1.9M reactions from patents (1976-2016). Task: Predict the reactants needed to synthesize the given product. Given the product [Cl:29][C:16]1[CH:17]=[C:18]2[C:13](=[CH:14][CH:15]=1)[N:12]=[C:11]([N:3]1[CH2:8][CH2:7][CH2:6][CH2:5][C:4]1=[O:9])[C:20]([C:21]#[N:22])=[C:19]2[C:23]1[CH:24]=[CH:25][CH:26]=[CH:27][CH:28]=1, predict the reactants needed to synthesize it. The reactants are: [H-].[Na+].[NH:3]1[CH2:8][CH2:7][CH2:6][CH2:5][C:4]1=[O:9].Cl[C:11]1[C:20]([C:21]#[N:22])=[C:19]([C:23]2[CH:28]=[CH:27][CH:26]=[CH:25][CH:24]=2)[C:18]2[C:13](=[CH:14][CH:15]=[C:16]([Cl:29])[CH:17]=2)[N:12]=1.